Dataset: Forward reaction prediction with 1.9M reactions from USPTO patents (1976-2016). Task: Predict the product of the given reaction. (1) The product is: [CH3:1][C:2]([CH3:21])([CH:10]([O:19][CH3:20])[C:11]1[CH:16]=[CH:15][C:14]([O:17][CH3:18])=[CH:13][CH:12]=1)[CH2:3][CH2:4][CH2:5][CH2:6][C:7]([OH:9])=[O:8]. Given the reactants [CH3:1][C:2]([CH3:21])([CH:10]([O:19][CH3:20])[C:11]1[CH:16]=[CH:15][C:14]([O:17][CH3:18])=[CH:13][CH:12]=1)[CH:3]=[CH:4][CH:5]=[CH:6][C:7]([OH:9])=[O:8], predict the reaction product. (2) Given the reactants [NH2:1][C:2]1[CH:10]=[CH:9][CH:8]=[C:7]([N+:11]([O-:13])=[O:12])[C:3]=1[C:4]([OH:6])=O.[NH2:14][C:15](N)=[O:16], predict the reaction product. The product is: [N+:11]([C:7]1[CH:8]=[CH:9][CH:10]=[C:2]2[C:3]=1[C:4](=[O:6])[NH:14][C:15](=[O:16])[NH:1]2)([O-:13])=[O:12]. (3) Given the reactants [CH:1]([O:4][C:5]1[CH:10]=[CH:9][C:8]([C:11]([N:13]2[CH2:18][CH2:17][C:16]3([C@@H:27]([O:28][CH3:29])[C@H:26]([O:30][CH:31]([CH3:33])[CH3:32])[C:25]4[C:20](=[CH:21][CH:22]=[CH:23][CH:24]=4)[O:19]3)[CH2:15][CH2:14]2)=[O:12])=[CH:7][C:6]=1[O:34][CH3:35])([CH3:3])[CH3:2].[H-].[Na+].CI, predict the reaction product. The product is: [CH:1]([O:4][C:5]1[CH:10]=[CH:9][C:8]([C:11]([N:13]2[CH2:14][CH2:15][C:16]3([CH:27]([O:28][CH3:29])[CH:26]([O:30][CH:31]([CH3:33])[CH3:32])[C:25]4[C:20](=[CH:21][CH:22]=[CH:23][CH:24]=4)[O:19]3)[CH2:17][CH2:18]2)=[O:12])=[CH:7][C:6]=1[O:34][CH3:35])([CH3:3])[CH3:2]. (4) Given the reactants [Cl:1][C:2]1[C:3](=O)[NH:4][C:5]2[C:10]([CH:11]=1)=[CH:9][CH:8]=[CH:7][CH:6]=2.P(Br)(Br)[Br:14].[C:17](=[O:20])([O-])[O-].[Na+].[Na+].CN([CH:26]=[O:27])C, predict the reaction product. The product is: [Br:14][C:11]1[C:10]2[C:5](=[CH:6][CH:7]=[C:8]3[O:20][CH2:17][CH2:26][O:27][C:9]3=2)[N:4]=[CH:3][C:2]=1[Cl:1]. (5) Given the reactants [N:1]([CH:4]1[CH2:7][N:6]([C:8]([N:10]2[CH2:16][CH2:15][CH2:14][N:13]([CH:17]3[CH2:20][CH2:19][CH2:18]3)[CH2:12][CH2:11]2)=[O:9])[CH2:5]1)=[N+]=[N-].O.C1C=CC(P(C2C=CC=CC=2)C2C=CC=CC=2)=CC=1, predict the reaction product. The product is: [CH:17]1([N:13]2[CH2:14][CH2:15][CH2:16][N:10]([C:8]([N:6]3[CH2:5][CH:4]([NH2:1])[CH2:7]3)=[O:9])[CH2:11][CH2:12]2)[CH2:20][CH2:19][CH2:18]1. (6) Given the reactants [CH2:1]([O:3][C:4]([N:6]1[C:15]2[C:10](=[N:11][C:12]([O:16][CH3:17])=[CH:13][CH:14]=2)[C@@H:9]([NH2:18])[CH2:8][C@H:7]1[CH2:19][CH3:20])=[O:5])[CH3:2].[F:21][C:22]([F:36])([F:35])[C:23]1[CH:24]=[C:25]([CH:28]=[C:29]([C:31]([F:34])([F:33])[F:32])[CH:30]=1)[CH:26]=O.C(O[BH-](OC(=O)C)OC(=O)C)(=O)C.[Na+], predict the reaction product. The product is: [CH2:1]([O:3][C:4]([N:6]1[C:15]2[C:10](=[N:11][C:12]([O:16][CH3:17])=[CH:13][CH:14]=2)[C@@H:9]([NH:18][CH2:26][C:25]2[CH:28]=[C:29]([C:31]([F:33])([F:34])[F:32])[CH:30]=[C:23]([C:22]([F:21])([F:35])[F:36])[CH:24]=2)[CH2:8][C@H:7]1[CH2:19][CH3:20])=[O:5])[CH3:2]. (7) Given the reactants B(Br)(Br)Br.[Cl:5][C:6]1[CH:11]=[CH:10][CH:9]=[CH:8][C:7]=1[N:12]1[C:27]([C:28]2[CH:33]=[CH:32][C:31]([O:34]C)=[CH:30][CH:29]=2)=[C:15]2[N:16]=[C:17]([CH3:26])[N:18]([CH2:21][C:22]([F:25])([F:24])[F:23])[C:19](=[O:20])[C:14]2=[N:13]1, predict the reaction product. The product is: [Cl:5][C:6]1[CH:11]=[CH:10][CH:9]=[CH:8][C:7]=1[N:12]1[C:27]([C:28]2[CH:29]=[CH:30][C:31]([OH:34])=[CH:32][CH:33]=2)=[C:15]2[N:16]=[C:17]([CH3:26])[N:18]([CH2:21][C:22]([F:25])([F:23])[F:24])[C:19](=[O:20])[C:14]2=[N:13]1.